The task is: Predict the reaction yield, written as a fraction of the theoretical maximum amount of product (1.0 means a 100% yield; for example, 0.34 means a 34% yield).. This data is from Reaction yield outcomes from USPTO patents with 853,638 reactions. (1) The reactants are [C:1]([O:5][C:6]([N:8]1[CH2:13][CH2:12][N:11]([CH2:14][C:15]2[N:16]=[C:17]3[N:21]([CH:22]=2)[C:20]([C:23]2[CH:28]=[CH:27][CH:26]=[CH:25][C:24]=2[N+:29]([O-])=O)=[CH:19][S:18]3)[CH2:10][CH2:9]1)=[O:7])([CH3:4])([CH3:3])[CH3:2].CO.O.[SH-].[Na+]. The catalyst is O. The product is [C:1]([O:5][C:6]([N:8]1[CH2:9][CH2:10][N:11]([CH2:14][C:15]2[N:16]=[C:17]3[N:21]([CH:22]=2)[C:20]([C:23]2[CH:28]=[CH:27][CH:26]=[CH:25][C:24]=2[NH2:29])=[CH:19][S:18]3)[CH2:12][CH2:13]1)=[O:7])([CH3:4])([CH3:2])[CH3:3]. The yield is 0.920. (2) The reactants are [CH2:1]([O:8][C:9]1[CH:10]=[C:11]2[C:15](=[CH:16][C:17]=1[O:18][CH3:19])[NH:14][CH:13]=[CH:12]2)[C:2]1[CH:7]=[CH:6][CH:5]=[CH:4][CH:3]=1.C([Mg]Br)C.[CH3:24][C:25]1([CH3:33])[C:27]([CH3:29])([CH3:28])[CH:26]1[C:30](Cl)=[O:31]. The catalyst is [Cl-].[Zn+2].[Cl-]. The product is [CH2:1]([O:8][C:9]1[CH:10]=[C:11]2[C:15](=[CH:16][C:17]=1[O:18][CH3:19])[NH:14][CH:13]=[C:12]2[C:30]([CH:26]1[C:27]([CH3:29])([CH3:28])[C:25]1([CH3:33])[CH3:24])=[O:31])[C:2]1[CH:3]=[CH:4][CH:5]=[CH:6][CH:7]=1. The yield is 0.660. (3) The reactants are Br[CH:2]([C:5](=O)[C:6]([CH3:9])([CH3:8])[CH3:7])[C:3]#[N:4].[NH2:11][C:12]([NH2:14])=[S:13]. No catalyst specified. The product is [NH2:14][C:12]1[S:13][C:2]([C:3]#[N:4])=[C:5]([C:6]([CH3:9])([CH3:8])[CH3:7])[N:11]=1. The yield is 0.663. (4) The reactants are [F:1][C:2]1([F:27])[CH2:6][N:5]([C:7]2[CH:12]=[CH:11][N:10]3[N:13]=[CH:14][C:15]([C:16](O)=[O:17])=[C:9]3[N:8]=2)[CH:4]([C:19]2[CH:24]=[C:23]([F:25])[CH:22]=[CH:21][C:20]=2[OH:26])[CH2:3]1.C1C=CC2N(O)N=NC=2C=1.CCN=C=NCCCN(C)C.Cl.[NH2:50][CH2:51][C@H:52]([OH:55])[CH2:53][Cl:54].CCN(C(C)C)C(C)C. The catalyst is CN(C=O)C.CCOC(C)=O. The product is [Cl:54][CH2:53][C@@H:52]([OH:55])[CH2:51][NH:50][C:16]([C:15]1[CH:14]=[N:13][N:10]2[CH:11]=[CH:12][C:7]([N:5]3[CH2:6][C:2]([F:1])([F:27])[CH2:3][CH:4]3[C:19]3[CH:24]=[C:23]([F:25])[CH:22]=[CH:21][C:20]=3[OH:26])=[N:8][C:9]=12)=[O:17]. The yield is 1.05.